From a dataset of Reaction yield outcomes from USPTO patents with 853,638 reactions. Predict the reaction yield, written as a fraction of the theoretical maximum amount of product (1.0 means a 100% yield; for example, 0.34 means a 34% yield). (1) The reactants are [NH2:1][C:2]1[N:7]=[CH:6][C:5]([C:8]([OH:10])=[O:9])=[CH:4][CH:3]=1.OS(O)(=O)=O.[CH3:16]O. No catalyst specified. The product is [NH2:1][C:2]1[N:7]=[CH:6][C:5]([C:8]([O:10][CH3:16])=[O:9])=[CH:4][CH:3]=1. The yield is 0.720. (2) The reactants are [CH3:1][O:2][C:3]1[CH:4]=[C:5]([NH:9][C:10]2[CH:15]=[C:14]([N:16]([CH3:18])[CH3:17])[N:13]=[C:12]([N:19]3[CH2:24][CH2:23][NH:22][CH2:21][CH2:20]3)[N:11]=2)[CH:6]=[CH:7][CH:8]=1.CCN(C(C)C)C(C)C.Cl[CH2:35][C:36]1[CH:41]=[CH:40][CH:39]=[C:38]([O:42][CH3:43])[CH:37]=1. The catalyst is O1CCOCC1. The product is [CH3:43][O:42][C:38]1[CH:37]=[C:36]([CH:41]=[CH:40][CH:39]=1)[CH2:35][N:22]1[CH2:23][CH2:24][N:19]([C:12]2[N:11]=[C:10]([NH:9][C:5]3[CH:6]=[CH:7][CH:8]=[C:3]([O:2][CH3:1])[CH:4]=3)[CH:15]=[C:14]([N:16]([CH3:18])[CH3:17])[N:13]=2)[CH2:20][CH2:21]1. The yield is 0.700. (3) The reactants are C([O:3][C:4]([C:6]1[CH:7]=[N:8][N:9]([CH2:11][C:12]#[C:13][C:14]2[CH:19]=[CH:18][C:17]([CH3:20])=[CH:16][CH:15]=2)[CH:10]=1)=[O:5])C.[Li+].[OH-]. The catalyst is C1COCC1.CO.O. The product is [C:17]1([CH3:20])[CH:18]=[CH:19][C:14]([C:13]#[C:12][CH2:11][N:9]2[CH:10]=[C:6]([C:4]([OH:5])=[O:3])[CH:7]=[N:8]2)=[CH:15][CH:16]=1. The yield is 0.900. (4) The reactants are [C:1]([NH:5][S:6]([C:9]1[S:10][C:11](Br)=[CH:12][CH:13]=1)(=[O:8])=[O:7])([CH3:4])([CH3:3])[CH3:2].[C:15]([CH2:17][C:18]1[CH:23]=[CH:22][C:21](B(O)O)=[CH:20][CH:19]=1)#[N:16].C([O-])([O-])=O.[Na+].[Na+].O. The catalyst is C1(C)C=CC=CC=1.CCO. The product is [C:1]([NH:5][S:6]([C:9]1[S:10][C:11]([C:21]2[CH:22]=[CH:23][C:18]([CH2:17][C:15]#[N:16])=[CH:19][CH:20]=2)=[CH:12][CH:13]=1)(=[O:8])=[O:7])([CH3:4])([CH3:3])[CH3:2]. The yield is 0.400. (5) The reactants are [Na].[NH2:2][C:3]1[CH:8]=[CH:7][CH:6]=[CH:5][C:4]=1[NH:9][CH2:10][CH2:11][C:12]([O:14]C)=O. The catalyst is CO. The product is [NH:2]1[C:12](=[O:14])[CH2:11][CH2:10][NH:9][C:4]2[CH:5]=[CH:6][CH:7]=[CH:8][C:3]1=2. The yield is 0.500. (6) The reactants are Br[C:2]1[C:3]2[CH2:10][CH2:9][CH:8]([NH:11][C:12](=[O:15])[CH2:13][CH3:14])[C:4]=2[CH:5]=[N:6][CH:7]=1.[CH3:16][N:17]1[C:26]2[C:21](=[CH:22][C:23](B3OC(C)(C)C(C)(C)O3)=[CH:24][CH:25]=2)[CH2:20][CH2:19][C:18]1=[O:36]. No catalyst specified. The product is [CH3:16][N:17]1[C:26]2[C:21](=[CH:22][C:23]([C:2]3[C:3]4[CH2:10][CH2:9][CH:8]([NH:11][C:12](=[O:15])[CH2:13][CH3:14])[C:4]=4[CH:5]=[N:6][CH:7]=3)=[CH:24][CH:25]=2)[CH2:20][CH2:19][C:18]1=[O:36]. The yield is 0.870.